This data is from Merck oncology drug combination screen with 23,052 pairs across 39 cell lines. The task is: Regression. Given two drug SMILES strings and cell line genomic features, predict the synergy score measuring deviation from expected non-interaction effect. (1) Drug 1: CC1CC2C3CCC4=CC(=O)C=CC4(C)C3(F)C(O)CC2(C)C1(O)C(=O)CO. Drug 2: O=C(CCCCCCC(=O)Nc1ccccc1)NO. Cell line: A2780. Synergy scores: synergy=5.66. (2) Drug 1: NC1(c2ccc(-c3nc4ccn5c(=O)[nH]nc5c4cc3-c3ccccc3)cc2)CCC1. Drug 2: COC1CC2CCC(C)C(O)(O2)C(=O)C(=O)N2CCCCC2C(=O)OC(C(C)CC2CCC(OP(C)(C)=O)C(OC)C2)CC(=O)C(C)C=C(C)C(O)C(OC)C(=O)C(C)CC(C)C=CC=CC=C1C. Cell line: A375. Synergy scores: synergy=33.5. (3) Drug 1: N.N.O=C(O)C1(C(=O)O)CCC1.[Pt]. Drug 2: CC1(c2nc3c(C(N)=O)cccc3[nH]2)CCCN1. Cell line: HCT116. Synergy scores: synergy=16.7. (4) Drug 1: CCN(CC)CCNC(=O)c1c(C)[nH]c(C=C2C(=O)Nc3ccc(F)cc32)c1C. Drug 2: O=C(O)C1(Cc2cccc(Nc3nccs3)n2)CCC(Oc2cccc(Cl)c2F)CC1. Cell line: A2058. Synergy scores: synergy=-6.07.